This data is from Full USPTO retrosynthesis dataset with 1.9M reactions from patents (1976-2016). The task is: Predict the reactants needed to synthesize the given product. (1) The reactants are: C[O:2][C:3](=[O:25])[CH:4]([NH:17][C:18]([O:20][C:21]([CH3:24])([CH3:23])[CH3:22])=[O:19])[CH2:5][C:6]1[C:11]([CH3:12])=[CH:10][C:9]([C:13](=[O:15])[NH2:14])=[CH:8][C:7]=1[CH3:16].CS(C)=O.OO.C(=O)([O-])[O-].[K+].[K+]. Given the product [C:21]([O:20][C:18]([NH:17][CH:4]([CH2:5][C:6]1[C:11]([CH3:12])=[CH:10][C:9]([C:13](=[O:15])[NH2:14])=[CH:8][C:7]=1[CH3:16])[C:3]([OH:25])=[O:2])=[O:19])([CH3:24])([CH3:23])[CH3:22], predict the reactants needed to synthesize it. (2) Given the product [Br:1][C:2]1[CH:7]=[CH:6][C:5]2[N:8]([CH2:9][CH:10]3[CH2:12][CH2:11]3)[C:19]([CH2:18][C:14]([CH3:17])([CH3:16])[CH3:15])=[N:13][C:4]=2[CH:3]=1.[Br:1][C:2]1[CH:7]=[CH:6][C:5]([NH:8][CH2:9][CH:10]2[CH2:12][CH2:11]2)=[C:4]([NH:13][C:19](=[O:20])[CH2:18][C:14]([CH3:17])([CH3:16])[CH3:15])[CH:3]=1, predict the reactants needed to synthesize it. The reactants are: [Br:1][C:2]1[CH:3]=[C:4]([NH2:13])[C:5]([NH:8][CH2:9][CH:10]2[CH2:12][CH2:11]2)=[CH:6][CH:7]=1.[C:14]([CH2:18][C:19](Cl)=[O:20])([CH3:17])([CH3:16])[CH3:15].O.C1(C)C=CC(S(O)(=O)=O)=CC=1.N. (3) The reactants are: [CH3:1][O:2][C:3](=[O:27])[CH2:4][CH2:5][CH2:6][CH2:7][CH2:8][O:9][C:10]1[CH:11]=[CH:12][C:13]2[N:17]=[C:16]([SH:18])[N:15]([C:19]3[CH:24]=[CH:23][C:22]([CH3:25])=[CH:21][CH:20]=3)[C:14]=2[CH:26]=1.[CH2:28](I)[CH2:29][CH3:30].C(=O)([O-])O.[K+].C1CC2OCCOCCOC3C(OCCOCCOC2CC1)CCCC3. Given the product [CH3:1][O:2][C:3](=[O:27])[CH2:4][CH2:5][CH2:6][CH2:7][CH2:8][O:9][C:10]1[CH:11]=[CH:12][C:13]2[N:17]=[C:16]([S:18][CH2:28][CH2:29][CH3:30])[N:15]([C:19]3[CH:20]=[CH:21][C:22]([CH3:25])=[CH:23][CH:24]=3)[C:14]=2[CH:26]=1, predict the reactants needed to synthesize it.